From a dataset of Catalyst prediction with 721,799 reactions and 888 catalyst types from USPTO. Predict which catalyst facilitates the given reaction. (1) Reactant: [CH3:1][O:2][C:3]1[CH:12]=[CH:11][C:6]([C:7]([O:9]C)=[O:8])=[CH:5][N:4]=1.[OH-].[Na+]. Product: [CH3:1][O:2][C:3]1[CH:12]=[CH:11][C:6]([C:7]([OH:9])=[O:8])=[CH:5][N:4]=1. The catalyst class is: 5. (2) Reactant: COC1C=C(OC)C=CC=1C[N:6]([C:21]1[S:25][N:24]=[CH:23][N:22]=1)[S:7]([C:10]1[C:19]([F:20])=[CH:18][C:13]2[NH:14][C:15](=[O:17])[O:16][C:12]=2[CH:11]=1)(=[O:9])=[O:8].[Cl:32][C:33]1[N:34]=[CH:35][C:36]2[C:41]([CH:42]=1)=[CH:40][CH:39]=[CH:38][C:37]=2[CH2:43]O.C1(P(C2C=CC=CC=2)C2C=CC=CC=2)C=CC=CC=1.N(/C(OC(C)(C)C)=O)=N\C(OC(C)(C)C)=O. Product: [Cl:32][C:33]1[N:34]=[CH:35][C:36]2[C:41]([CH:42]=1)=[CH:40][CH:39]=[CH:38][C:37]=2[CH2:43][N:14]1[C:13]2[CH:18]=[C:19]([F:20])[C:10]([S:7]([NH:6][C:21]3[S:25][N:24]=[CH:23][N:22]=3)(=[O:9])=[O:8])=[CH:11][C:12]=2[O:16][C:15]1=[O:17]. The catalyst class is: 1.